Dataset: Full USPTO retrosynthesis dataset with 1.9M reactions from patents (1976-2016). Task: Predict the reactants needed to synthesize the given product. The reactants are: [OH:1][C@@:2]1([CH2:41][O:42][CH3:43])[CH2:7][CH2:6][CH2:5][CH2:4][C@H:3]1[N:8]1[C:12]([C:13]2[CH:18]=[CH:17][CH:16]=[CH:15][CH:14]=2)=[C:11]([C:19]([N:21]2[CH2:26][CH2:25][NH:24][CH2:23][C@H:22]2[CH2:27][CH2:28][O:29][C:30]2[CH:35]=[CH:34][C:33]([CH2:36][C:37]([O:39]C)=[O:38])=[CH:32][CH:31]=2)=[O:20])[N:10]=[CH:9]1.[OH-].[K+]. Given the product [OH:1][C@@:2]1([CH2:41][O:42][CH3:43])[CH2:7][CH2:6][CH2:5][CH2:4][C@H:3]1[N:8]1[C:12]([C:13]2[CH:14]=[CH:15][CH:16]=[CH:17][CH:18]=2)=[C:11]([C:19]([N:21]2[CH2:26][CH2:25][NH:24][CH2:23][C@H:22]2[CH2:27][CH2:28][O:29][C:30]2[CH:35]=[CH:34][C:33]([CH2:36][C:37]([OH:39])=[O:38])=[CH:32][CH:31]=2)=[O:20])[N:10]=[CH:9]1, predict the reactants needed to synthesize it.